This data is from Forward reaction prediction with 1.9M reactions from USPTO patents (1976-2016). The task is: Predict the product of the given reaction. (1) Given the reactants [F:1][C:2]1[CH:7]=[CH:6][C:5]([CH:8]([OH:32])[CH2:9][CH2:10][CH:11]2[C:14](=[O:15])[N:13]([C:16]3[CH:23]=[CH:22][C:19]([C:20]#[N:21])=[CH:18][CH:17]=3)[CH:12]2[C:24]2[CH:29]=[CH:28][C:27]([O:30][CH3:31])=[CH:26][CH:25]=2)=[CH:4][CH:3]=1.N.[H][H], predict the reaction product. The product is: [NH2:21][CH2:20][C:19]1[CH:22]=[CH:23][C:16]([N:13]2[CH:12]([C:24]3[CH:29]=[CH:28][C:27]([O:30][CH3:31])=[CH:26][CH:25]=3)[CH:11]([CH2:10][CH2:9][CH:8]([C:5]3[CH:4]=[CH:3][C:2]([F:1])=[CH:7][CH:6]=3)[OH:32])[C:14]2=[O:15])=[CH:17][CH:18]=1. (2) Given the reactants [CH2:1]([O:3][C:4]1[CH:5]=[C:6]2[C:11](=[C:12]3[CH2:16][C:15]([CH3:18])([CH3:17])[O:14][C:13]=13)[C:10]([C:19]1[CH:24]=[CH:23][C:22]([CH2:25][C:26]([O:28]C)=[O:27])=[C:21]([NH:30][C:31]([C:33]3[CH:38]=[CH:37][CH:36]=[CH:35][N:34]=3)=[O:32])[CH:20]=1)=[N:9][C:8]([CH3:40])([CH3:39])[CH2:7]2)[CH3:2].[OH-].[Na+].Cl, predict the reaction product. The product is: [CH2:1]([O:3][C:4]1[CH:5]=[C:6]2[C:11](=[C:12]3[CH2:16][C:15]([CH3:18])([CH3:17])[O:14][C:13]=13)[C:10]([C:19]1[CH:24]=[CH:23][C:22]([CH2:25][C:26]([OH:28])=[O:27])=[C:21]([NH:30][C:31]([C:33]3[CH:38]=[CH:37][CH:36]=[CH:35][N:34]=3)=[O:32])[CH:20]=1)=[N:9][C:8]([CH3:39])([CH3:40])[CH2:7]2)[CH3:2]. (3) Given the reactants Cl[C:2]1[N:3]=[C:4]([N:11]2[CH2:16][CH2:15][O:14][C:13]([CH3:18])([CH3:17])[CH2:12]2)[C:5]2[S:10][CH:9]=[CH:8][C:6]=2[N:7]=1.[NH2:19][C:20]1[N:25]=[CH:24][C:23](B2OC(C)(C)C(C)(C)O2)=[CH:22][N:21]=1.CC#N.CC([O-])=O.[K+], predict the reaction product. The product is: [CH3:17][C:13]1([CH3:18])[CH2:12][N:11]([C:4]2[C:5]3[S:10][CH:9]=[CH:8][C:6]=3[N:7]=[C:2]([C:23]3[CH:22]=[N:21][C:20]([NH2:19])=[N:25][CH:24]=3)[N:3]=2)[CH2:16][CH2:15][O:14]1. (4) Given the reactants [F:1][C:2]1[C:3]([CH3:17])=[C:4]([NH:8][C:9]([NH:11][C:12](=[O:16])[O:13][CH2:14][CH3:15])=[S:10])[CH:5]=[CH:6][CH:7]=1.C(=O)([O-])[O-].[K+].[K+].[CH2:24](I)[CH3:25], predict the reaction product. The product is: [CH2:24]([S:10][CH:9]([NH:11][C:12](=[O:16])[O:13][CH2:14][CH3:15])[NH:8][C:4]1[CH:5]=[CH:6][CH:7]=[C:2]([F:1])[C:3]=1[CH3:17])[CH3:25]. (5) Given the reactants C(OC(N1CCC(N[C:14]([C:16]2[S:17][CH:18]=[CH:19][C:20]=2[NH:21][C:22]2[CH:27]=[CH:26][N:25]=[C:24]3[NH:28][CH:29]=[CH:30][C:23]=23)=[O:15])C1)=O)(C)(C)C.[NH:31]1[CH2:35][CH2:34][CH2:33][CH2:32]1, predict the reaction product. The product is: [N:31]1([C:14]([C:16]2[S:17][CH:18]=[CH:19][C:20]=2[NH:21][C:22]2[CH:27]=[CH:26][N:25]=[C:24]3[NH:28][CH:29]=[CH:30][C:23]=23)=[O:15])[CH2:35][CH2:34][CH2:33][CH2:32]1. (6) Given the reactants [C:1]([O:5][C:6]([NH:8][C@:9]([C:18]1[O:22][C:21]([C:23]2[CH:24]=[C:25]([CH:29]=[C:30]([C:32]3([C:37]#[N:38])[CH2:36][CH2:35][CH2:34][CH2:33]3)[CH:31]=2)[C:26](O)=[O:27])=[N:20][N:19]=1)([CH3:17])[CH2:10][C:11]1[CH:16]=[CH:15][CH:14]=[CH:13][CH:12]=1)=[O:7])([CH3:4])([CH3:3])[CH3:2].[F:39][C:40]1[CH:45]=[CH:44][C:43]([C@H:46]([NH2:48])[CH3:47])=[CH:42][CH:41]=1.F[P-](F)(F)(F)(F)F.N1(O[P+](N(C)C)(N(C)C)N(C)C)C2C=CC=CC=2N=N1.C(N(C(C)C)CC)(C)C, predict the reaction product. The product is: [C:1]([O:5][C:6]([NH:8][C@:9]([C:18]1[O:22][C:21]([C:23]2[CH:24]=[C:25]([CH:29]=[C:30]([C:32]3([C:37]#[N:38])[CH2:36][CH2:35][CH2:34][CH2:33]3)[CH:31]=2)[C:26]([NH:48][C@@H:46]([C:43]2[CH:44]=[CH:45][C:40]([F:39])=[CH:41][CH:42]=2)[CH3:47])=[O:27])=[N:20][N:19]=1)([CH3:17])[CH2:10][C:11]1[CH:16]=[CH:15][CH:14]=[CH:13][CH:12]=1)=[O:7])([CH3:2])([CH3:3])[CH3:4]. (7) Given the reactants C([O:4][CH:5]1[C:9]2=[N:10][CH:11]=[C:12]([NH:32][C:33]([C:35]3[CH:40]=[CH:39][C:38]([F:41])=[C:37]([C:42]4[C:47]([F:48])=[CH:46][C:45]([C:49]([OH:52])([CH3:51])[CH3:50])=[CH:44][C:43]=4[F:53])[N:36]=3)=[O:34])[C:13]([N:14]3[CH2:19][C@H:18]([C:20]([F:23])([F:22])[F:21])[CH2:17][C@H:16]([NH:24]C(OC(C)(C)C)=O)[CH2:15]3)=[C:8]2[CH2:7][CH2:6]1)(=O)C.[OH-].[Na+].Cl.O1CCOCC1, predict the reaction product. The product is: [NH2:24][C@H:16]1[CH2:17][C@@H:18]([C:20]([F:21])([F:22])[F:23])[CH2:19][N:14]([C:13]2[C:12]([NH:32][C:33]([C:35]3[CH:40]=[CH:39][C:38]([F:41])=[C:37]([C:42]4[C:43]([F:53])=[CH:44][C:45]([C:49]([OH:52])([CH3:51])[CH3:50])=[CH:46][C:47]=4[F:48])[N:36]=3)=[O:34])=[CH:11][N:10]=[C:9]3[CH:5]([OH:4])[CH2:6][CH2:7][C:8]=23)[CH2:15]1. (8) Given the reactants C(O)(C(F)(F)F)=O.C(OC([N:15]1[CH:24]([C:25]2[NH:26][C:27]([CH3:36])=[C:28]([C:30]3[CH:35]=[CH:34][CH:33]=[CH:32][CH:31]=3)[N:29]=2)[CH2:23][C:22]2[C:17](=[CH:18][CH:19]=[CH:20][CH:21]=2)[CH2:16]1)=O)(C)(C)C, predict the reaction product. The product is: [CH3:36][C:27]1[NH:26][C:25]([CH:24]2[CH2:23][C:22]3[C:17](=[CH:18][CH:19]=[CH:20][CH:21]=3)[CH2:16][NH:15]2)=[N:29][C:28]=1[C:30]1[CH:35]=[CH:34][CH:33]=[CH:32][CH:31]=1. (9) Given the reactants [N+:1]([O-:4])([O-])=[O:2].[K+].[CH3:6][C:7]1[CH:15]=[C:14]2[C:10]([C:11]([C:16]3[CH:21]=[CH:20][CH:19]=[CH:18][CH:17]=3)=[N:12][NH:13]2)=[CH:9][CH:8]=1.S(=O)(=O)(O)O, predict the reaction product. The product is: [CH3:6][C:7]1[CH:15]=[C:14]2[C:10]([C:11]([C:16]3[CH:17]=[CH:18][CH:19]=[CH:20][CH:21]=3)=[N:12][NH:13]2)=[CH:9][C:8]=1[N+:1]([O-:4])=[O:2]. (10) Given the reactants [Br:1][C:2]1[CH:7]=[C:6]([O:8][CH3:9])[CH:5]=[CH:4][C:3]=1[NH:10][C:11](=[NH:21])[CH2:12][C:13](=[O:20])[C:14]1[CH:19]=[CH:18][CH:17]=[CH:16][CH:15]=1.[C:22](OC)(=[O:25])[C:23]#[CH:24].C(OCC)C, predict the reaction product. The product is: [NH2:21][C:11]1[N:10]([C:3]2[CH:4]=[CH:5][C:6]([O:8][CH3:9])=[CH:7][C:2]=2[Br:1])[C:22](=[O:25])[CH:23]=[CH:24][C:12]=1[C:13](=[O:20])[C:14]1[CH:15]=[CH:16][CH:17]=[CH:18][CH:19]=1.